This data is from Full USPTO retrosynthesis dataset with 1.9M reactions from patents (1976-2016). The task is: Predict the reactants needed to synthesize the given product. (1) Given the product [CH:41]([Si:34]([CH:35]([CH3:37])[CH3:36])([CH:38]([CH3:40])[CH3:39])[O:33][CH2:32][CH2:31][CH2:30][N:26]1[CH2:27][CH2:28][CH2:29][C@H:25]1[C:22]1[N:20]2[CH:21]=[C:16]([O:14][C@H:7]3[C:8]4[C:13](=[CH:12][CH:11]=[CH:10][CH:9]=4)[C@@H:4]([NH2:3])[CH2:5][CH2:6]3)[CH:17]=[CH:18][C:19]2=[N:24][N:23]=1)([CH3:43])[CH3:42], predict the reactants needed to synthesize it. The reactants are: [H-].[Na+].[NH2:3][C@@H:4]1[C:13]2[C:8](=[CH:9][CH:10]=[CH:11][CH:12]=2)[C@H:7]([OH:14])[CH2:6][CH2:5]1.F[C:16]1[CH:17]=[CH:18][C:19]2[N:20]([C:22]([C@@H:25]3[CH2:29][CH2:28][CH2:27][N:26]3[CH2:30][CH2:31][CH2:32][O:33][Si:34]([CH:41]([CH3:43])[CH3:42])([CH:38]([CH3:40])[CH3:39])[CH:35]([CH3:37])[CH3:36])=[N:23][N:24]=2)[CH:21]=1.N. (2) Given the product [N:20]([C@@H:10]1[CH2:11][CH2:12][CH2:13][CH2:14][C@@H:9]1[NH:8][C:6]([O:5][C:1]([CH3:4])([CH3:3])[CH3:2])=[O:7])=[N+:21]=[N-:22], predict the reactants needed to synthesize it. The reactants are: [C:1]([O:5][C:6]([NH:8][C@H:9]1[CH2:14][CH2:13][CH2:12][CH2:11][C@@H:10]1OS(C)(=O)=O)=[O:7])([CH3:4])([CH3:3])[CH3:2].[N-:20]=[N+:21]=[N-:22].[Na+].C(OCC)C.O.